Predict the reactants needed to synthesize the given product. From a dataset of Full USPTO retrosynthesis dataset with 1.9M reactions from patents (1976-2016). Given the product [C:18]([NH2:30])(=[O:19])[C:17]1[CH:21]=[CH:22][CH:23]=[CH:15][CH:16]=1, predict the reactants needed to synthesize it. The reactants are: N1C2C(=CC=CC=2)C(C=CC(N[C:15]2[CH:16]=[C:17]([CH:21]=[CH:22][CH:23]=2)[C:18](O)=[O:19])=O)=C1.C([NH2:30])C1OC=CC=1.CCN(C(C)C)C(C)C.CN(C(ON1N=NC2C=CC=NC1=2)=[N+](C)C)C.F[P-](F)(F)(F)(F)F.